This data is from Forward reaction prediction with 1.9M reactions from USPTO patents (1976-2016). The task is: Predict the product of the given reaction. Given the reactants [CH3:1][N:2]1[C:6]([C:7]2[CH:8]=[C:9]([C:15]([O:17]C)=[O:16])[S:10][C:11]=2[CH2:12][CH2:13][CH3:14])=[CH:5][CH:4]=[N:3]1.[Cl:19]N1C(=O)CCC1=O.[OH-].[Na+], predict the reaction product. The product is: [Cl:19][C:5]1[CH:4]=[N:3][N:2]([CH3:1])[C:6]=1[C:7]1[CH:8]=[C:9]([C:15]([OH:17])=[O:16])[S:10][C:11]=1[CH2:12][CH2:13][CH3:14].